This data is from Full USPTO retrosynthesis dataset with 1.9M reactions from patents (1976-2016). The task is: Predict the reactants needed to synthesize the given product. (1) The reactants are: Br[C:2]1[CH:7]=[CH:6][N:5]([C:8]2[CH:9]=[CH:10][C:11]3[N:12]([C:14]([CH3:20])=[C:15]([CH:17]4[CH2:19][CH2:18]4)[N:16]=3)[CH:13]=2)[C:4](=[O:21])[CH:3]=1.[F:22][C:23]1[S:27][C:26]([CH2:28][OH:29])=[CH:25][CH:24]=1.CC(C)([O-])C.[K+]. Given the product [CH:17]1([C:15]2[N:16]=[C:11]3[CH:10]=[CH:9][C:8]([N:5]4[CH:6]=[CH:7][C:2]([O:29][CH2:28][C:26]5[S:27][C:23]([F:22])=[CH:24][CH:25]=5)=[CH:3][C:4]4=[O:21])=[CH:13][N:12]3[C:14]=2[CH3:20])[CH2:19][CH2:18]1, predict the reactants needed to synthesize it. (2) Given the product [CH3:16][N:15]([CH3:17])[CH2:14][CH2:13][NH:7][CH2:8][CH2:9][N:10]([CH3:12])[CH3:11], predict the reactants needed to synthesize it. The reactants are: C(OC(=O)[N:7]([CH2:13][CH2:14][N:15]([CH3:17])[CH3:16])[CH2:8][CH2:9][N:10]([CH3:12])[CH3:11])(C)(C)C.Cl.